This data is from NCI-60 drug combinations with 297,098 pairs across 59 cell lines. The task is: Regression. Given two drug SMILES strings and cell line genomic features, predict the synergy score measuring deviation from expected non-interaction effect. (1) Drug 1: C1=CC(=C2C(=C1NCCNCCO)C(=O)C3=C(C=CC(=C3C2=O)O)O)NCCNCCO. Drug 2: C(CN)CNCCSP(=O)(O)O. Cell line: SNB-75. Synergy scores: CSS=56.2, Synergy_ZIP=3.37, Synergy_Bliss=5.41, Synergy_Loewe=-65.6, Synergy_HSA=4.32. (2) Drug 1: CC1=CC2C(CCC3(C2CCC3(C(=O)C)OC(=O)C)C)C4(C1=CC(=O)CC4)C. Drug 2: CC1=C(C(CCC1)(C)C)C=CC(=CC=CC(=CC(=O)O)C)C. Cell line: BT-549. Synergy scores: CSS=-0.535, Synergy_ZIP=3.36, Synergy_Bliss=6.47, Synergy_Loewe=0.983, Synergy_HSA=1.58. (3) Drug 1: CN(C)C1=NC(=NC(=N1)N(C)C)N(C)C. Drug 2: C1=NNC2=C1C(=O)NC=N2. Cell line: TK-10. Synergy scores: CSS=-9.32, Synergy_ZIP=1.27, Synergy_Bliss=-4.22, Synergy_Loewe=-10.6, Synergy_HSA=-8.82. (4) Drug 1: CCC1=C2CN3C(=CC4=C(C3=O)COC(=O)C4(CC)O)C2=NC5=C1C=C(C=C5)O. Drug 2: C1CNP(=O)(OC1)N(CCCl)CCCl. Cell line: HL-60(TB). Synergy scores: CSS=58.4, Synergy_ZIP=5.24, Synergy_Bliss=-2.90, Synergy_Loewe=-76.5, Synergy_HSA=-11.7. (5) Drug 1: COC1=NC(=NC2=C1N=CN2C3C(C(C(O3)CO)O)O)N. Drug 2: C1=NC2=C(N=C(N=C2N1C3C(C(C(O3)CO)O)F)Cl)N. Cell line: ACHN. Synergy scores: CSS=12.6, Synergy_ZIP=-7.30, Synergy_Bliss=-2.52, Synergy_Loewe=-22.2, Synergy_HSA=-7.48. (6) Drug 1: C1=CC(=CC=C1CCCC(=O)O)N(CCCl)CCCl. Drug 2: CC1C(C(CC(O1)OC2CC(CC3=C2C(=C4C(=C3O)C(=O)C5=C(C4=O)C(=CC=C5)OC)O)(C(=O)CO)O)N)O.Cl. Cell line: NCIH23. Synergy scores: CSS=54.6, Synergy_ZIP=1.74, Synergy_Bliss=4.25, Synergy_Loewe=6.62, Synergy_HSA=7.28. (7) Drug 1: C(=O)(N)NO. Drug 2: C1CNP(=O)(OC1)N(CCCl)CCCl. Cell line: HCT-15. Synergy scores: CSS=-15.8, Synergy_ZIP=-0.747, Synergy_Bliss=-11.7, Synergy_Loewe=-15.9, Synergy_HSA=-15.5. (8) Drug 1: CCCS(=O)(=O)NC1=C(C(=C(C=C1)F)C(=O)C2=CNC3=C2C=C(C=N3)C4=CC=C(C=C4)Cl)F. Drug 2: CC1=C(C(=CC=C1)Cl)NC(=O)C2=CN=C(S2)NC3=CC(=NC(=N3)C)N4CCN(CC4)CCO. Cell line: M14. Synergy scores: CSS=43.9, Synergy_ZIP=4.80, Synergy_Bliss=1.20, Synergy_Loewe=-0.626, Synergy_HSA=1.43. (9) Cell line: OVCAR-5. Drug 2: CNC(=O)C1=NC=CC(=C1)OC2=CC=C(C=C2)NC(=O)NC3=CC(=C(C=C3)Cl)C(F)(F)F. Drug 1: COC1=CC(=CC(=C1O)OC)C2C3C(COC3=O)C(C4=CC5=C(C=C24)OCO5)OC6C(C(C7C(O6)COC(O7)C8=CC=CS8)O)O. Synergy scores: CSS=35.7, Synergy_ZIP=-9.96, Synergy_Bliss=-3.33, Synergy_Loewe=-3.35, Synergy_HSA=-3.19. (10) Drug 1: C1=CC(=CC=C1CC(C(=O)O)N)N(CCCl)CCCl.Cl. Drug 2: CC1=C(N=C(N=C1N)C(CC(=O)N)NCC(C(=O)N)N)C(=O)NC(C(C2=CN=CN2)OC3C(C(C(C(O3)CO)O)O)OC4C(C(C(C(O4)CO)O)OC(=O)N)O)C(=O)NC(C)C(C(C)C(=O)NC(C(C)O)C(=O)NCCC5=NC(=CS5)C6=NC(=CS6)C(=O)NCCC[S+](C)C)O. Cell line: NCI-H226. Synergy scores: CSS=23.5, Synergy_ZIP=-5.44, Synergy_Bliss=-1.74, Synergy_Loewe=-24.0, Synergy_HSA=-1.19.